From a dataset of Forward reaction prediction with 1.9M reactions from USPTO patents (1976-2016). Predict the product of the given reaction. (1) Given the reactants [CH3:1][O:2][C:3](=[O:29])[C:4]1[CH:9]=[C:8]([CH2:10][C@H:11]([NH:15][C:16]([O:18][C:19]([CH3:22])([CH3:21])[CH3:20])=[O:17])[C:12]([OH:14])=O)[CH:7]=[CH:6][C:5]=1[O:23][CH2:24][C:25]([O:27][CH3:28])=[O:26].C(Cl)CCl.[CH3:34][O:35][C:36]1[CH:43]=[CH:42][C:39]([CH2:40][NH2:41])=[CH:38][CH:37]=1, predict the reaction product. The product is: [CH3:1][O:2][C:3](=[O:29])[C:4]1[CH:9]=[C:8]([CH2:10][C@H:11]([NH:15][C:16]([O:18][C:19]([CH3:21])([CH3:20])[CH3:22])=[O:17])[C:12](=[O:14])[NH:41][CH2:40][C:39]2[CH:42]=[CH:43][C:36]([O:35][CH3:34])=[CH:37][CH:38]=2)[CH:7]=[CH:6][C:5]=1[O:23][CH2:24][C:25]([O:27][CH3:28])=[O:26]. (2) Given the reactants C([O:8][C:9](=[O:17])[CH2:10][N:11]1[C:15]([CH3:16])=[N:14][CH:13]=[N:12]1)C1C=CC=CC=1, predict the reaction product. The product is: [CH3:16][C:15]1[N:11]([CH2:10][C:9]([OH:17])=[O:8])[N:12]=[CH:13][N:14]=1. (3) Given the reactants Br[C:2]1[CH:11]=[C:10]2[C:5]([N:6]=[CH:7][CH:8]=[N:9]2)=[C:4]([C:12]([NH:14][CH2:15][C:16]([O:18]CC)=[O:17])=[O:13])[C:3]=1[OH:21].[CH2:22]([Sn]([CH2:22][CH2:23][CH2:24][CH3:25])([CH2:22][CH2:23][CH2:24][CH3:25])C1OC=CN=1)[CH2:23][CH2:24][CH3:25], predict the reaction product. The product is: [CH2:22]([C:2]1[CH:11]=[C:10]2[C:5]([N:6]=[CH:7][CH:8]=[N:9]2)=[C:4]([C:12]([NH:14][CH2:15][C:16]([OH:18])=[O:17])=[O:13])[C:3]=1[OH:21])[CH2:23][CH2:24][CH3:25]. (4) Given the reactants C(O[C:4](=[O:14])[CH2:5][C:6]1[CH:11]=[CH:10][CH:9]=[C:8]([CH:12]=O)[CH:7]=1)C.[CH2:15]([O:18][CH2:19][CH2:20][CH2:21][NH2:22])[CH2:16][CH3:17].[C:23]([OH:26])(=[O:25])C.[C:27](O[BH-](OC(=O)C)OC(=O)C)(=O)C.[Na+].[CH:41](O)([CH3:43])[CH3:42].C(#N)C, predict the reaction product. The product is: [C:41]([O:26][C:23](=[O:25])[N:22]([CH2:12][C:8]1[CH:9]=[CH:10][CH:11]=[C:6]([CH2:5][CH2:4][OH:14])[CH:7]=1)[CH2:21][CH2:20][CH2:19][O:18][CH2:15][CH2:16][CH3:17])([CH3:43])([CH3:27])[CH3:42]. (5) Given the reactants [N+]([C:4]1[CH:14]=[CH:13][C:7]([C:8]([O:10][CH2:11][CH3:12])=[O:9])=[CH:6][CH:5]=1)([O-])=O.[C-:15]#[N:16].[K+].CS(C)=[O:20], predict the reaction product. The product is: [C:15]([C:5]1[CH:6]=[C:7]([CH:13]=[CH:14][C:4]=1[OH:20])[C:8]([O:10][CH2:11][CH3:12])=[O:9])#[N:16]. (6) Given the reactants C(O[C:6]([C:8]1[N:9]=[C:10]([Br:19])[C:11]2[C:16]([C:17]=1[OH:18])=[CH:15][CH:14]=[CH:13][CH:12]=2)=[O:7])CCC.[NH2:20][C@H:21]([C:23]([OH:25])=[O:24])[CH3:22].C[O-].[Na+], predict the reaction product. The product is: [Br:19][C:10]1[C:11]2[C:16](=[CH:15][CH:14]=[CH:13][CH:12]=2)[C:17]([OH:18])=[C:8]([C:6]([NH:20][C@@H:21]([CH3:22])[C:23]([OH:25])=[O:24])=[O:7])[N:9]=1. (7) Given the reactants [CH2:1]([O:3][C:4]([C:6]1[CH2:7][CH2:8][N:9]([C:13]([O:15][C:16]([CH3:19])([CH3:18])[CH3:17])=[O:14])[CH2:10][C:11]=1[NH2:12])=[O:5])[CH3:2].[BH-](OC(C)=O)(OC(C)=O)OC(C)=O.[Na+], predict the reaction product. The product is: [CH2:1]([O:3][C:4]([CH:6]1[CH2:7][CH2:8][N:9]([C:13]([O:15][C:16]([CH3:19])([CH3:18])[CH3:17])=[O:14])[CH2:10][CH:11]1[NH2:12])=[O:5])[CH3:2]. (8) Given the reactants [OH:1][C:2]1[CH:7]=[CH:6][C:5]([NH:8][C:9]([C:11]2[C:12](=[O:24])[N:13]([C:18]3[CH:23]=[CH:22][CH:21]=[CH:20][CH:19]=3)[N:14]([CH3:17])[C:15]=2[CH3:16])=[O:10])=[CH:4][CH:3]=1.CC(C)([O-])C.[K+].Cl[C:32]1[CH:37]=[CH:36][N:35]=[C:34]([C:38]([NH2:40])=[O:39])[CH:33]=1, predict the reaction product. The product is: [CH3:17][N:14]1[C:15]([CH3:16])=[C:11]([C:9]([NH:8][C:5]2[CH:6]=[CH:7][C:2]([O:1][C:32]3[CH:37]=[CH:36][N:35]=[C:34]([C:38]([NH2:40])=[O:39])[CH:33]=3)=[CH:3][CH:4]=2)=[O:10])[C:12](=[O:24])[N:13]1[C:18]1[CH:19]=[CH:20][CH:21]=[CH:22][CH:23]=1. (9) The product is: [I:10][C:7]1[CH:8]=[CH:9][C:4]([C:2](=[O:3])[CH:1]=[CH:18][C:16]2[O:17][C:13]([N:12]([CH3:20])[CH3:11])=[CH:14][CH:15]=2)=[CH:5][CH:6]=1. Given the reactants [CH3:1][C:2]([C:4]1[CH:9]=[CH:8][C:7]([I:10])=[CH:6][CH:5]=1)=[O:3].[CH3:11][N:12]([CH3:20])[C:13]1[O:17][C:16]([CH:18]=O)=[CH:15][CH:14]=1.[OH-].[K+], predict the reaction product.